Predict the reactants needed to synthesize the given product. From a dataset of Full USPTO retrosynthesis dataset with 1.9M reactions from patents (1976-2016). (1) Given the product [CH3:19][S:20]([N:11]1[CH:7]2[CH2:8][CH2:9][CH2:10][CH:2]1[CH2:3][CH2:4][CH2:5][CH2:6]2)=[O:21], predict the reactants needed to synthesize it. The reactants are: Cl.[CH:2]12[NH:11][CH:7]([CH2:8][CH2:9][CH2:10]1)[CH2:6][CH2:5][CH2:4][CH2:3]2.C(N(CC)CC)C.[CH3:19][S:20](Cl)=[O:21]. (2) The reactants are: [CH:1]1[CH:2]=[CH:3][C:4]([NH:11][C:12]2[C:13]([Cl:19])=[CH:14][CH:15]=[CH:16][C:17]=2[Cl:18])=[C:5]([CH2:7][C:8]([OH:10])=[O:9])[CH:6]=1.O[C:21]1[C:29]2N=N[NH:26][C:25]=2[CH:24]=[CH:23][CH:22]=1.C1CCC(N=C=NC2CCCCC2)CC1.OC1C=CC(C2S[S:55][C:54](=S)C=2)=CC=1. Given the product [Cl:19][C:13]1[CH:14]=[CH:15][CH:16]=[C:17]([Cl:18])[C:12]=1[NH:11][C:4]1[CH:3]=[CH:2][CH:1]=[CH:6][C:5]=1[CH2:7][C:8]([O:10][C:22]1[CH:23]=[CH:24][C:25]([N:26]=[C:54]=[S:55])=[CH:29][CH:21]=1)=[O:9], predict the reactants needed to synthesize it.